Dataset: Full USPTO retrosynthesis dataset with 1.9M reactions from patents (1976-2016). Task: Predict the reactants needed to synthesize the given product. (1) Given the product [CH3:28][N:26]([CH3:27])[C:24]([N:21]1[CH2:20][CH2:19][N:18]([C:15]2[N:16]=[CH:17][C:12]3[CH:11]=[C:10]([C:30]4[CH:35]=[CH:34][CH:33]=[CH:32][CH:31]=4)[C:9]([C:6]4[CH:5]=[CH:4][C:3]([CH2:1][N:43]5[CH2:48][CH2:47][CH:46]([C:49]6[NH:50][C:51]([C:54]7[CH:59]=[CH:58][CH:57]=[CH:56][N:55]=7)=[N:52][N:53]=6)[CH2:45][CH2:44]5)=[CH:8][CH:7]=4)=[N:29][C:13]=3[N:14]=2)[CH2:23][CH2:22]1)=[O:25], predict the reactants needed to synthesize it. The reactants are: [CH:1]([C:3]1[CH:8]=[CH:7][C:6]([C:9]2[C:10]([C:30]3[CH:35]=[CH:34][CH:33]=[CH:32][CH:31]=3)=[CH:11][C:12]3[CH:17]=[N:16][C:15]([N:18]4[CH2:23][CH2:22][N:21]([C:24]([N:26]([CH3:28])[CH3:27])=[O:25])[CH2:20][CH2:19]4)=[N:14][C:13]=3[N:29]=2)=[CH:5][CH:4]=1)=O.FC(F)(F)C(O)=O.[NH:43]1[CH2:48][CH2:47][CH:46]([C:49]2[NH:50][C:51]([C:54]3[CH:59]=[CH:58][CH:57]=[CH:56][N:55]=3)=[N:52][N:53]=2)[CH2:45][CH2:44]1.CCN(CC)CC.CC(O)=O.C(O[BH-](OC(=O)C)OC(=O)C)(=O)C.[Na+]. (2) Given the product [CH3:25][O:26][C:27]1[CH:28]=[C:29]([CH:30]([C:14]2[CH:19]=[CH:18][C:17]([O:20][CH3:21])=[C:16]([O:22][CH3:23])[CH:15]=2)[OH:31])[CH:32]=[CH:33][C:34]=1[N+:35]([O-:37])=[O:36], predict the reactants needed to synthesize it. The reactants are: NC1C=C(C([C:14]2[CH:19]=[CH:18][C:17]([O:20][CH3:21])=[C:16]([O:22][CH3:23])[CH:15]=2)=CC#N)C=CC=1OC.[Mg].[CH3:25][O:26][C:27]1[CH:28]=[C:29]([CH:32]=[CH:33][C:34]=1[N+:35]([O-:37])=[O:36])[CH:30]=[O:31]. (3) The reactants are: Cl[C:2]1[N:7]=[CH:6][C:5]([N:8]2[CH:12]=[C:11]([C:13]3[C:21]4[C:16](=[CH:17][CH:18]=[CH:19][CH:20]=4)[NH:15][N:14]=3)[N:10]=[N:9]2)=[CH:4][CH:3]=1.[NH:22]1[CH2:27][CH2:26][O:25][CH2:24][CH2:23]1. Given the product [N:22]1([C:2]2[N:7]=[CH:6][C:5]([N:8]3[CH:12]=[C:11]([C:13]4[C:21]5[C:16](=[CH:17][CH:18]=[CH:19][CH:20]=5)[NH:15][N:14]=4)[N:10]=[N:9]3)=[CH:4][CH:3]=2)[CH2:27][CH2:26][O:25][CH2:24][CH2:23]1, predict the reactants needed to synthesize it.